Dataset: Reaction yield outcomes from USPTO patents with 853,638 reactions. Task: Predict the reaction yield, written as a fraction of the theoretical maximum amount of product (1.0 means a 100% yield; for example, 0.34 means a 34% yield). (1) The reactants are C([N:8]1[CH2:12][C@@H:11]([C:13]2[CH:18]=[CH:17][C:16]([F:19])=[CH:15][C:14]=2[F:20])[C@H:10]([C:21]([O:23][CH3:24])=[O:22])[CH2:9]1)C1C=CC=CC=1. The catalyst is C(O)C.[OH-].[Pd+2].[OH-]. The product is [F:20][C:14]1[CH:15]=[C:16]([F:19])[CH:17]=[CH:18][C:13]=1[C@@H:11]1[CH2:12][NH:8][CH2:9][C@H:10]1[C:21]([O:23][CH3:24])=[O:22]. The yield is 0.980. (2) The reactants are [ClH:1].[CH3:2][O:3][C:4]1[CH:13]=[C:12]2[C:7]([CH2:8][CH2:9][C@H:10]([NH2:14])[CH2:11]2)=[CH:6][CH:5]=1. The catalyst is C(O)(C)C. The product is [ClH:1].[CH3:2][O:3][C:4]1[CH:13]=[C:12]2[C:7]([CH2:8][CH2:9][C@H:10]([NH2:14])[CH2:11]2)=[CH:6][CH:5]=1. The yield is 0.630. (3) The reactants are [N+:1]([C:4]1[CH:5]=[CH:6][C:7]2[NH:8][C:9]3[C:14]([C:15]=2[CH:16]=1)=[CH:13][CH:12]=[CH:11][CH:10]=3)([O-:3])=[O:2].[H-].[Na+].[CH:19](Br)([CH3:21])[CH3:20]. The catalyst is CN(C=O)C.C(Cl)Cl. The product is [N+:1]([C:4]1[CH:5]=[CH:6][C:7]2[N:8]([CH:19]([CH3:21])[CH3:20])[C:9]3[C:14]([C:15]=2[CH:16]=1)=[CH:13][CH:12]=[CH:11][CH:10]=3)([O-:3])=[O:2]. The yield is 0.790. (4) The reactants are [CH2:1]([O:4][CH2:5][CH2:6]O)[CH:2]=[CH2:3].[CH3:8][C:9]1([CH3:19])[O:14][CH2:13][C:12]([CH3:18])([C:15]([OH:17])=[O:16])[CH2:11][O:10]1.C1(C)C=CC(S([O-])(=O)=O)=CC=1.CN(C)C1C=C[NH+]=CC=1.CN(C1C=CC=CN=1)C.C1(N=C=NC2CCCCC2)CCCCC1. The catalyst is C1COCC1.CCCCCC.C(OCC)(=O)C. The product is [CH3:8][C:9]1([CH3:19])[O:14][CH2:13][C:12]([CH3:18])([C:15]([O:17][CH2:6][CH2:5][O:4][CH2:1][CH:2]=[CH2:3])=[O:16])[CH2:11][O:10]1. The yield is 0.810. (5) The reactants are C(=O)([O-])[O:2][CH:3](CC=C)[C:4]1[S:5][C:6]2[CH:12]=[CH:11][C:10]([NH2:13])=[C:9]([F:14])[C:7]=2[N:8]=1.[F:20][C:21]([F:34])([F:33])[CH2:22][O:23][C:24]1[CH:32]=[CH:31][C:27]([C:28](O)=[O:29])=[CH:26][N:25]=1. No catalyst specified. The product is [F:14][C:9]1[C:7]2[N:8]=[C:4]([CH2:3][OH:2])[S:5][C:6]=2[CH:12]=[CH:11][C:10]=1[NH:13][C:28](=[O:29])[C:27]1[CH:31]=[CH:32][C:24]([O:23][CH2:22][C:21]([F:33])([F:34])[F:20])=[N:25][CH:26]=1. The yield is 0.210. (6) The catalyst is C1COCC1. The product is [CH2:1]([N:8]1[CH2:12][CH:11]([OH:13])[C:10]2([CH2:14][CH2:15][CH2:16][CH2:17]2)[CH2:9]1)[C:2]1[CH:3]=[CH:4][CH:5]=[CH:6][CH:7]=1. The yield is 0.935. The reactants are [CH2:1]([N:8]1[CH2:12][C:11](=[O:13])[C:10]2([CH2:17][CH2:16][CH2:15][CH2:14]2)[C:9]1=O)[C:2]1[CH:7]=[CH:6][CH:5]=[CH:4][CH:3]=1.[H-].[H-].[H-].[H-].[Li+].[Al+3]. (7) The reactants are Cl[CH2:2][CH2:3][CH2:4][O:5][C:6]1[CH:11]=[CH:10][C:9]([C:12]2[S:13][C:14]3[CH2:15][N:16]([C:21](=[O:26])[C:22]([F:25])([F:24])[F:23])[CH2:17][CH2:18][C:19]=3[N:20]=2)=[CH:8][CH:7]=1.[CH3:27][CH:28]1[CH2:32][CH2:31][CH2:30][NH:29]1.C(=O)([O-])[O-].[K+].[K+].[I-].[Na+]. The catalyst is C(#N)C. The product is [CH3:27][CH:28]1[CH2:32][CH2:31][CH2:30][N:29]1[CH2:2][CH2:3][CH2:4][O:5][C:6]1[CH:11]=[CH:10][C:9]([C:12]2[S:13][C:14]3[CH2:15][N:16]([C:21](=[O:26])[C:22]([F:25])([F:24])[F:23])[CH2:17][CH2:18][C:19]=3[N:20]=2)=[CH:8][CH:7]=1. The yield is 0.160. (8) The reactants are [Cl:1][C:2]1[CH:13]=[C:12]([Cl:14])[CH:11]=[CH:10][C:3]=1[CH:4]=[C:5]([C:8]#[N:9])[C:6]#[N:7].O1CCCC1.[BH4-].[Na+]. The catalyst is C(O)C. The product is [Cl:1][C:2]1[CH:13]=[C:12]([Cl:14])[CH:11]=[CH:10][C:3]=1[CH2:4][CH:5]([C:6]#[N:7])[C:8]#[N:9]. The yield is 0.690. (9) The reactants are [C:1]([O:5][C:6]([NH:8][NH:9][C:10]1[CH:11]=[C:12]([CH:16]=[CH:17][CH:18]=1)[C:13]([OH:15])=O)=[O:7])([CH3:4])([CH3:3])[CH3:2].N1(C(N2C=CN=C2)=O)C=CN=C1.[CH3:31][O:32][CH2:33][CH2:34][NH2:35].Cl. The catalyst is CN(C=O)C. The product is [CH3:31][O:32][CH2:33][CH2:34][NH:35][C:13]([C:12]1[CH:11]=[C:10]([NH:9][NH:8][C:6]([O:5][C:1]([CH3:2])([CH3:3])[CH3:4])=[O:7])[CH:18]=[CH:17][CH:16]=1)=[O:15]. The yield is 0.720. (10) The catalyst is C1(C)C=CC=CC=1. The reactants are [C:1]1([P:7]([C:14]2[CH:19]=[CH:18][CH:17]=[CH:16][CH:15]=2)[C:8]2[CH:13]=[CH:12][CH:11]=[CH:10][CH:9]=2)[CH:6]=[CH:5][CH:4]=[CH:3][CH:2]=1.[CH3:20][C:21]1[CH:22]=[C:23]([CH:26]=[CH:27][C:28]=1[O:29][CH3:30])[CH2:24][Cl:25]. The yield is 0.330. The product is [Cl-:25].[CH3:20][C:21]1[CH:22]=[C:23]([CH:26]=[CH:27][C:28]=1[O:29][CH3:30])[CH2:24][PH:7]([C:1]1[CH:2]=[CH:3][CH:4]=[CH:5][CH:6]=1)([C:8]1[CH:13]=[CH:12][CH:11]=[CH:10][CH:9]=1)[C:14]1[CH:15]=[CH:16][CH:17]=[CH:18][CH:19]=1.